This data is from Full USPTO retrosynthesis dataset with 1.9M reactions from patents (1976-2016). The task is: Predict the reactants needed to synthesize the given product. (1) Given the product [CH2:9]([O:11][C:12]([C:14]1[N:15]=[C:16]([Br:1])[S:17][C:18]=1[NH2:19])=[O:13])[CH3:10], predict the reactants needed to synthesize it. The reactants are: [Br:1]N1C(=O)CCC1=O.[CH2:9]([O:11][C:12]([C:14]1[N:15]=[CH:16][S:17][C:18]=1[NH2:19])=[O:13])[CH3:10]. (2) Given the product [CH3:1][N:2]1[C:3]2[CH:8]=[CH:7][CH:6]=[CH:5][C:4]=2[O:9][CH2:16][C:17]1=[O:18], predict the reactants needed to synthesize it. The reactants are: [CH3:1][NH:2][C:3]1[CH:8]=[CH:7][CH:6]=[CH:5][C:4]=1[OH:9].C([O-])(O)=O.[Na+].Cl[CH2:16][C:17](Cl)=[O:18]. (3) Given the product [C:24]([N:1]1[C:10]2[C:5](=[N:6][CH:7]=[CH:8][CH:9]=2)[C:4](=[O:11])[CH2:3][CH2:2]1)(=[O:26])[CH3:25], predict the reactants needed to synthesize it. The reactants are: [NH:1]1[C:10]2[C:5](=[N:6][CH:7]=[CH:8][CH:9]=2)[C:4](=[O:11])[CH2:3][CH2:2]1.C(Cl)Cl.CCN(C(C)C)C(C)C.[C:24](Cl)(=[O:26])[CH3:25]. (4) Given the product [N:1]([C:4]1[CH:5]=[CH:6][C:7]([C:8]([NH:27][CH2:26][CH2:25][Br:24])=[O:10])=[CH:11][CH:12]=1)=[N+:2]=[N-:3], predict the reactants needed to synthesize it. The reactants are: [N:1]([C:4]1[CH:12]=[CH:11][C:7]([C:8]([OH:10])=O)=[CH:6][CH:5]=1)=[N+:2]=[N-:3].C1C=CC2N(O)N=NC=2C=1.Br.[Br:24][CH2:25][CH2:26][NH2:27].CCN=C=NCCCN(C)C.C(N(CC)CC)C. (5) Given the product [Br:23][C:24]1[CH:25]=[C:26]([N:30]2[C:12]3[CH2:11][CH2:10][N:9]([C:14]([O:16][C:17]([CH3:20])([CH3:19])[CH3:18])=[O:15])[CH2:8][C:7]=3[C:5]([C:4]([O:3][CH2:1][CH3:2])=[O:21])=[N:31]2)[CH:27]=[CH:28][CH:29]=1, predict the reactants needed to synthesize it. The reactants are: [CH2:1]([O:3][C:4](=[O:21])[C:5]([CH:7]1[C:12](=O)[CH2:11][CH2:10][N:9]([C:14]([O:16][C:17]([CH3:20])([CH3:19])[CH3:18])=[O:15])[CH2:8]1)=O)[CH3:2].Cl.[Br:23][C:24]1[CH:25]=[C:26]([NH:30][NH2:31])[CH:27]=[CH:28][CH:29]=1. (6) Given the product [N:1]1[CH:2]=[CH:3][N:4]2[C:9]=1[CH:8]=[CH:7][C:6]([C:10]1[CH:11]=[C:12]([C:16](=[O:18])[CH2:17][CH2:19][CH:20]([CH3:23])[CH3:21])[CH:13]=[CH:14][CH:15]=1)=[N:5]2, predict the reactants needed to synthesize it. The reactants are: [N:1]1[CH:2]=[CH:3][N:4]2[C:9]=1[CH:8]=[CH:7][C:6]([C:10]1[CH:11]=[C:12]([C:16](=[O:18])[CH3:17])[CH:13]=[CH:14][CH:15]=1)=[N:5]2.[CH3:19][CH:20]([CH3:23])[CH2:21]O.C1(P(C2C=CC=CC=2)C2C=CC=CC=2)C=CC=CC=1.[OH-].[K+].